Predict which catalyst facilitates the given reaction. From a dataset of Catalyst prediction with 721,799 reactions and 888 catalyst types from USPTO. (1) Reactant: [H-].[Al+3].[Li+].[H-].[H-].[H-].[OH-].[Na+].Cl.C(O[CH2:13][CH3:14])C.[C:15](=[O:18])([O-])[O-].[K+].[K+].C(OC([C:26]1[CH:36]=[CH:35][CH:34]=[C:28]2[C:29]([NH:31][C:32](=[O:33])[C:27]=12)=[O:30])=O)C. Product: [OH:18][C@@H:15]1[CH2:28][CH2:27][CH2:26][CH2:36][C@H:13]1[CH2:14][N:31]1[C:32](=[O:33])[C:27]2[C:28](=[CH:34][CH:35]=[CH:36][CH:26]=2)[C:29]1=[O:30]. The catalyst class is: 30. (2) Reactant: [CH:1]1([NH:7][NH2:8])[CH2:6][CH2:5][CH2:4][CH2:3][CH2:2]1.[C:9]([C:11](=[CH:17]OCC)[C:12]([O:14][CH2:15][CH3:16])=[O:13])#[N:10].C(O)C.C(N(CC)C(C)C)(C)C. Product: [NH2:10][C:9]1[N:7]([CH:1]2[CH2:6][CH2:5][CH2:4][CH2:3][CH2:2]2)[N:8]=[CH:17][C:11]=1[C:12]([O:14][CH2:15][CH3:16])=[O:13]. The catalyst class is: 6. (3) Reactant: [N:1]([CH2:4][C:5]1[N:6]=[C:7]2[CH:13]=[C:12]([C:14]3[C:22]4[C:17](=[CH:18][CH:19]=[C:20]([O:23][CH3:24])[CH:21]=4)[N:16]([CH3:25])[CH:15]=3)[N:11]([CH2:26][O:27][CH2:28][CH2:29][Si:30]([CH3:33])([CH3:32])[CH3:31])[C:8]2=[N:9][CH:10]=1)=[N+]=[N-].C1(P(C2C=CC=CC=2)C2C=CC=CC=2)C=CC=CC=1.O. Product: [OH-:23].[NH4+:1].[CH3:24][O:23][C:20]1[CH:21]=[C:22]2[C:17](=[CH:18][CH:19]=1)[N:16]([CH3:25])[CH:15]=[C:14]2[C:12]1[N:11]([CH2:26][O:27][CH2:28][CH2:29][Si:30]([CH3:31])([CH3:33])[CH3:32])[C:8]2=[N:9][CH:10]=[C:5]([CH2:4][NH2:1])[N:6]=[C:7]2[CH:13]=1. The catalyst class is: 1.